This data is from Catalyst prediction with 721,799 reactions and 888 catalyst types from USPTO. The task is: Predict which catalyst facilitates the given reaction. (1) Reactant: Br[CH2:2][C:3]([C:5]1[CH:10]=[CH:9][C:8]([Br:11])=[CH:7][C:6]=1[F:12])=O.[NH2:13][C:14]([NH2:16])=[O:15].[OH-].[Na+]. Product: [Br:11][C:8]1[CH:9]=[CH:10][C:5]([C:3]2[N:13]=[C:14]([NH2:16])[O:15][CH:2]=2)=[C:6]([F:12])[CH:7]=1. The catalyst class is: 23. (2) The catalyst class is: 605. Reactant: [CH2:1]([C:8]1[CH:13]=[CH:12][CH:11]=[C:10](Br)[CH:9]=1)[C:2]1[CH:7]=[CH:6][CH:5]=[CH:4][CH:3]=1.C1COCC1.C([Li])(C)(C)C.[CH3:25][O:26][CH2:27][CH2:28][O:29][CH2:30][O:31][C:32]1[C:33]([C:43](OC)=[O:44])=[CH:34][CH:35]=[C:36]2[C:41]=1[N:40]=[CH:39][CH:38]=[C:37]2[CH3:42]. Product: [CH2:1]([C:8]1[CH:9]=[C:10]([C:43]([C:33]2[C:32]([O:31][CH2:30][O:29][CH2:28][CH2:27][O:26][CH3:25])=[C:41]3[C:36]([C:37]([CH3:42])=[CH:38][CH:39]=[N:40]3)=[CH:35][CH:34]=2)=[O:44])[CH:11]=[CH:12][CH:13]=1)[C:2]1[CH:7]=[CH:6][CH:5]=[CH:4][CH:3]=1. (3) Reactant: [CH2:1]([O:8][C:9]([NH:11][C:12]1[C:17](=[O:18])[N:16]2[C:19](C)([C:22](O)=O)[CH2:20][CH2:21][C:15]2=[N:14][CH:13]=1)=[O:10])[C:2]1[CH:7]=[CH:6][CH:5]=[CH:4][CH:3]=1.CCN(C(C)C)C(C)C.F[P-](F)(F)(F)(F)F.N1(O[P+](N(C)C)(N(C)C)N(C)C)C2C=CC=CC=2N=N1.C(OC(=O)NC(C1C=CC(CN)=CC=1)=N)(C)(C)C. Product: [CH2:1]([O:8][C:9](=[O:10])[NH:11][C:12]1[C:17](=[O:18])[N:16]2[CH:19]([CH3:22])[CH2:20][CH2:21][C:15]2=[N:14][CH:13]=1)[C:2]1[CH:3]=[CH:4][CH:5]=[CH:6][CH:7]=1. The catalyst class is: 31.